From a dataset of Catalyst prediction with 721,799 reactions and 888 catalyst types from USPTO. Predict which catalyst facilitates the given reaction. (1) Reactant: I[C:2]1[CH:7]=[CH:6][C:5]([C:8]([N:10]2[CH2:15][CH2:14][N:13]([CH3:16])[CH2:12][CH2:11]2)=[O:9])=[CH:4][CH:3]=1.[NH2:17][C:18]1[N:19]=[CH:20][C:21]2[C:27](=[O:28])[N:26]([C:29]3[CH:34]=[C:33]([N+:35]([O-:37])=[O:36])[CH:32]=[CH:31][C:30]=3[CH3:38])[CH2:25][CH2:24][C:22]=2[N:23]=1.C(=O)([O-])[O-].[Cs+].[Cs+]. Product: [CH3:38][C:30]1[CH:31]=[CH:32][C:33]([N+:35]([O-:37])=[O:36])=[CH:34][C:29]=1[N:26]1[CH2:25][CH2:24][C:22]2[N:23]=[C:18]([NH:17][C:2]3[CH:7]=[CH:6][C:5]([C:8]([N:10]4[CH2:15][CH2:14][N:13]([CH3:16])[CH2:12][CH2:11]4)=[O:9])=[CH:4][CH:3]=3)[N:19]=[CH:20][C:21]=2[C:27]1=[O:28]. The catalyst class is: 12. (2) Reactant: [CH2:1]([S:3]([C:6]1[CH:11]=[CH:10][C:9]([OH:12])=[C:8]([NH2:13])[CH:7]=1)(=[O:5])=[O:4])[CH3:2].C(=O)([O-])[O-].[Cs+].[Cs+].Br[CH2:21][C:22](Br)=[O:23]. Product: [CH2:1]([S:3]([C:6]1[CH:11]=[CH:10][C:9]2[O:12][CH2:21][C:22](=[O:23])[NH:13][C:8]=2[CH:7]=1)(=[O:5])=[O:4])[CH3:2]. The catalyst class is: 3. (3) Reactant: [NH2:1][C@@H:2]([CH2:34][C:35]1[CH:40]=[CH:39][CH:38]=[CH:37][CH:36]=1)[CH2:3][C@H:4]([OH:33])[C@@H:5]([NH:20][C:21]([C@@H:23]([NH:28][C:29](=[O:32])[O:30][CH3:31])[C:24]([CH3:27])([CH3:26])[CH3:25])=[O:22])[CH2:6][C:7]1[CH:12]=[CH:11][C:10]([C:13]2[CH:18]=[CH:17][C:16]([CH3:19])=[CH:15][N:14]=2)=[CH:9][CH:8]=1.[CH3:41][O:42][C:43]([NH:45][C@@H:46]([C:50]([CH3:53])([CH3:52])[CH3:51])[C:47](O)=[O:48])=[O:44].CCOP(ON1N=NC2C=CC=CC=2C1=O)(OCC)=O.C(N(CC)C(C)C)(C)C. Product: [CH2:34]([C@H:2]([NH:1][C:47](=[O:48])[C@H:46]([C:50]([CH3:52])([CH3:51])[CH3:53])[NH:45][C:43](=[O:44])[O:42][CH3:41])[CH2:3][C@H:4]([OH:33])[C@H:5]([CH2:6][C:7]1[CH:12]=[CH:11][C:10]([C:13]2[CH:18]=[CH:17][C:16]([CH3:19])=[CH:15][N:14]=2)=[CH:9][CH:8]=1)[NH:20][C:21](=[O:22])[C@@H:23]([NH:28][C:29](=[O:32])[O:30][CH3:31])[C:24]([CH3:26])([CH3:25])[CH3:27])[C:35]1[CH:36]=[CH:37][CH:38]=[CH:39][CH:40]=1. The catalyst class is: 1. (4) Reactant: [NH2:1][C:2]1[CH:6]=[C:5]([C:7]2[CH:12]=[C:11]([F:13])[C:10]([F:14])=[C:9]([F:15])[CH:8]=2)[S:4][C:3]=1[C:16]([OH:18])=O.[NH2:19][C:20]1([C:26]([O:28][CH3:29])=[O:27])[CH2:25][CH2:24][CH2:23][CH2:22][CH2:21]1.C(N(CC)CC)C.CN(C(ON1N=NC2C=CC=NC1=2)=[N+](C)C)C.F[P-](F)(F)(F)(F)F. Product: [NH2:1][C:2]1[CH:6]=[C:5]([C:7]2[CH:8]=[C:9]([F:15])[C:10]([F:14])=[C:11]([F:13])[CH:12]=2)[S:4][C:3]=1[C:16]([NH:19][C:20]1([C:26]([O:28][CH3:29])=[O:27])[CH2:25][CH2:24][CH2:23][CH2:22][CH2:21]1)=[O:18]. The catalyst class is: 39. (5) Reactant: [Cl:1][C:2]([F:36])([F:35])[O:3][C:4]1[C:5](F)=[C:6]([CH:29]=[C:30]([F:33])[C:31]=1[F:32])[C:7](/[C:9](=[CH:15]/[NH:16][C:17]1[CH:22]=[CH:21][C:20]([CH2:23][N:24]2[CH2:28][CH2:27][CH2:26][CH2:25]2)=[CH:19][CH:18]=1)/[C:10]([O:12][CH2:13][CH3:14])=[O:11])=[O:8].C(=O)([O-])[O-].[K+].[K+].C1OCCOCCOCCOCCOCCOC1. Product: [Cl:1][C:2]([F:36])([F:35])[O:3][C:4]1[C:31]([F:32])=[C:30]([F:33])[CH:29]=[C:6]2[C:5]=1[N:16]([C:17]1[CH:22]=[CH:21][C:20]([CH2:23][N:24]3[CH2:28][CH2:27][CH2:26][CH2:25]3)=[CH:19][CH:18]=1)[CH:15]=[C:9]([C:10]([O:12][CH2:13][CH3:14])=[O:11])[C:7]2=[O:8]. The catalyst class is: 10.